From a dataset of Reaction yield outcomes from USPTO patents with 853,638 reactions. Predict the reaction yield, written as a fraction of the theoretical maximum amount of product (1.0 means a 100% yield; for example, 0.34 means a 34% yield). (1) The reactants are [N+:1]([C:4]1[CH:5]=[C:6]2[C:10](=[CH:11][CH:12]=1)[NH:9][N:8]=[C:7]2[C:13]1[CH:18]=[CH:17][CH:16]=[CH:15][CH:14]=1)([O-])=O. The catalyst is C(OCC)(=O)C.[Pd]. The product is [NH2:1][C:4]1[CH:5]=[C:6]2[C:10](=[CH:11][CH:12]=1)[NH:9][N:8]=[C:7]2[C:13]1[CH:18]=[CH:17][CH:16]=[CH:15][CH:14]=1. The yield is 0.880. (2) The reactants are [CH3:1][C:2]1[N:3]=[C:4](Cl)[C:5]2[N:11]=[C:10]([C:12]3[CH:17]=[CH:16][C:15]([F:18])=[CH:14][CH:13]=3)[CH:9]=[CH:8][C:6]=2[N:7]=1.N.[NH2:21]C1C2N=C(C3C=CC(F)=CC=3)C=CC=2N=CN=1. The catalyst is CO. The product is [CH3:1][C:2]1[N:3]=[C:4]([NH2:21])[C:5]2[N:11]=[C:10]([C:12]3[CH:17]=[CH:16][C:15]([F:18])=[CH:14][CH:13]=3)[CH:9]=[CH:8][C:6]=2[N:7]=1. The yield is 0.990. (3) The reactants are [CH2:1]([C:3]1[C:12]2[C:7](=[CH:8][CH:9]=[C:10]([O:13][CH3:14])[CH:11]=2)[O:6][CH:5]([C:15]2[CH:20]=[CH:19][C:18]([OH:21])=[CH:17][CH:16]=2)[C:4]=1[C:22]1[CH:27]=[CH:26][CH:25]=[C:24]([O:28][CH3:29])[CH:23]=1)[CH3:2].[F:30][CH2:31][CH:32]1[CH2:35][N:34]([CH2:36][CH2:37]O)[CH2:33]1.C1(P(C2C=CC=CC=2)C2C=CC=CC=2)C=CC=CC=1.N(C(OC(C)C)=O)=NC(OC(C)C)=O. The product is [CH2:1]([C:3]1[C:12]2[C:7](=[CH:8][CH:9]=[C:10]([O:13][CH3:14])[CH:11]=2)[O:6][CH:5]([C:15]2[CH:20]=[CH:19][C:18]([O:21][CH2:37][CH2:36][N:34]3[CH2:35][CH:32]([CH2:31][F:30])[CH2:33]3)=[CH:17][CH:16]=2)[C:4]=1[C:22]1[CH:27]=[CH:26][CH:25]=[C:24]([O:28][CH3:29])[CH:23]=1)[CH3:2]. The catalyst is C1COCC1. The yield is 0.530. (4) The reactants are C(OC([N:8]1[CH2:12][CH2:11][CH2:10][C:9]1([C:16]([C:18]1[CH:23]=[CH:22][C:21]([Cl:24])=[C:20]([Cl:25])[N:19]=1)=[O:17])[CH2:13][CH2:14][CH3:15])=O)(C)(C)C. The catalyst is Cl.CO. The product is [Cl:24][C:21]1[CH:22]=[CH:23][C:18]([C:16]([C:9]2([CH2:13][CH2:14][CH3:15])[CH2:10][CH2:11][CH2:12][NH:8]2)=[O:17])=[N:19][C:20]=1[Cl:25]. The yield is 0.720. (5) The reactants are [Br:1][C:2]1[CH:3]=[C:4]([CH:7]=[CH:8][C:9]=1[OH:10])[CH:5]=[O:6].C(Cl)Cl.C(N(C(C)C)CC)(C)C.[CH3:23][O:24][CH2:25][CH2:26][O:27][CH2:28]Cl. The catalyst is C1COCC1. The product is [Br:1][C:2]1[CH:3]=[C:4]([CH:7]=[CH:8][C:9]=1[O:10][CH2:23][O:24][CH2:25][CH2:26][O:27][CH3:28])[CH:5]=[O:6]. The yield is 0.990.